Predict the reactants needed to synthesize the given product. From a dataset of Full USPTO retrosynthesis dataset with 1.9M reactions from patents (1976-2016). Given the product [Cl:1][C:2]1[CH:3]=[CH:4][C:5]([S:8]([N:11]([CH2:17][C:18]2[CH:25]=[CH:24][C:21]([C:22]#[N:23])=[CH:20][CH:19]=2)[CH:12]([CH2:13][CH3:27])[CH2:15][CH3:14])(=[O:9])=[O:10])=[CH:6][CH:7]=1, predict the reactants needed to synthesize it. The reactants are: [Cl:1][C:2]1[CH:7]=[CH:6][C:5]([S:8]([NH:11][CH:12]2[CH2:15][CH2:14][CH2:13]2)(=[O:10])=[O:9])=[CH:4][CH:3]=1.Br[CH2:17][C:18]1[CH:25]=[CH:24][C:21]([C:22]#[N:23])=[CH:20][C:19]=1F.[C:27]([O-])([O-])=O.[K+].[K+].